This data is from Forward reaction prediction with 1.9M reactions from USPTO patents (1976-2016). The task is: Predict the product of the given reaction. (1) Given the reactants [Br:1][C:2]1[CH:7]=[CH:6][C:5]([NH2:8])=[C:4]([NH2:9])[CH:3]=1.S(=O)(O)[O-].[Na+].[N:15]1[CH:20]=[CH:19][CH:18]=[CH:17][C:16]=1[CH:21]=O, predict the reaction product. The product is: [Br:1][C:2]1[CH:7]=[CH:6][C:5]2[NH:8][C:21]([C:16]3[CH:17]=[CH:18][CH:19]=[CH:20][N:15]=3)=[N:9][C:4]=2[CH:3]=1. (2) Given the reactants [Cl:1][C:2]1[CH:3]=[C:4]([C:19]2[CH:24]=[CH:23][CH:22]=[CH:21][N:20]=2)[C:5]2[O:9][C:8]([N:10]3[CH2:15][CH2:14][NH:13][CH2:12][C@@H:11]3[CH3:16])=[N:7][C:6]=2[C:17]=1[I:18].[C:25](O[C:25]([O:27][C:28]([CH3:31])([CH3:30])[CH3:29])=[O:26])([O:27][C:28]([CH3:31])([CH3:30])[CH3:29])=[O:26].C(=O)([O-])O.[Na+], predict the reaction product. The product is: [C:28]([O:27][C:25]([N:13]1[CH2:14][CH2:15][N:10]([C:8]2[O:9][C:5]3[C:4]([C:19]4[CH:24]=[CH:23][CH:22]=[CH:21][N:20]=4)=[CH:3][C:2]([Cl:1])=[C:17]([I:18])[C:6]=3[N:7]=2)[C@@H:11]([CH3:16])[CH2:12]1)=[O:26])([CH3:31])([CH3:30])[CH3:29].